This data is from Catalyst prediction with 721,799 reactions and 888 catalyst types from USPTO. The task is: Predict which catalyst facilitates the given reaction. Reactant: CS(O)(=O)=O.[NH2:6][C:7]1[CH:16]=[C:15]2[C:10]([CH:11]=[C:12]([C:20]3[C:21]([Cl:37])=[CH:22][C:23]([F:36])=[C:24]([NH:26][C:27]([NH:29][C:30]4[CH:35]=[CH:34][CH:33]=[CH:32][CH:31]=4)=[O:28])[CH:25]=3)[C:13](=[O:19])[N:14]2[CH2:17][CH3:18])=[CH:9][N:8]=1.[CH3:38][O:39][C:40](Cl)=[O:41]. Product: [Cl:37][C:21]1[CH:22]=[C:23]([F:36])[C:24]([NH:26][C:27]([NH:29][C:30]2[CH:31]=[CH:32][CH:33]=[CH:34][CH:35]=2)=[O:28])=[CH:25][C:20]=1[C:12]1[C:13](=[O:19])[N:14]([CH2:17][CH3:18])[C:15]2[C:10]([CH:11]=1)=[CH:9][N:8]=[C:7]([NH:6][C:40](=[O:41])[O:39][CH3:38])[CH:16]=2. The catalyst class is: 17.